Dataset: Reaction yield outcomes from USPTO patents with 853,638 reactions. Task: Predict the reaction yield, written as a fraction of the theoretical maximum amount of product (1.0 means a 100% yield; for example, 0.34 means a 34% yield). (1) The reactants are Br[C:2]1[C:3]2[N:4]([N:8]=[C:9]([Cl:11])[N:10]=2)[CH:5]=[CH:6][CH:7]=1.[CH3:12][O:13][C:14]1[CH:19]=[CH:18][C:17]([C:20]([F:23])([F:22])[F:21])=[CH:16][C:15]=1[NH2:24].CC(C)([O-])C.[Na+]. The catalyst is C1(C)C=CC=CC=1.C1C=CC(/C=C/C(/C=C/C2C=CC=CC=2)=O)=CC=1.C1C=CC(/C=C/C(/C=C/C2C=CC=CC=2)=O)=CC=1.C1C=CC(/C=C/C(/C=C/C2C=CC=CC=2)=O)=CC=1.[Pd].[Pd]. The product is [Cl:11][C:9]1[N:10]=[C:3]2[C:2]([NH:24][C:15]3[CH:16]=[C:17]([C:20]([F:22])([F:23])[F:21])[CH:18]=[CH:19][C:14]=3[O:13][CH3:12])=[CH:7][CH:6]=[CH:5][N:4]2[N:8]=1. The yield is 0.680. (2) The reactants are [CH3:1][O-:2].[Na+].[F:4][C:5]1[C:11](F)=[CH:10][C:8]([NH2:9])=[C:7]([N+:13]([O-:15])=[O:14])[CH:6]=1. The catalyst is CO. The product is [F:4][C:5]1[C:11]([O:2][CH3:1])=[CH:10][C:8]([NH2:9])=[C:7]([N+:13]([O-:15])=[O:14])[CH:6]=1. The yield is 0.820. (3) The reactants are [C:1]1([C:7](SCC(OC)=O)=[S:8])[CH:6]=[CH:5][CH:4]=[CH:3][CH:2]=1.[NH2:15][C:16]1[C:17]([C:23]([NH:25][NH2:26])=O)=[N:18][C:19]([Br:22])=[CH:20][N:21]=1.Cl. The catalyst is C(O)C. The product is [Br:22][C:19]1[N:18]=[C:17]([C:23]2[S:8][C:7]([C:1]3[CH:6]=[CH:5][CH:4]=[CH:3][CH:2]=3)=[N:26][N:25]=2)[C:16]([NH2:15])=[N:21][CH:20]=1. The yield is 0.360.